Dataset: Peptide-MHC class II binding affinity with 134,281 pairs from IEDB. Task: Regression. Given a peptide amino acid sequence and an MHC pseudo amino acid sequence, predict their binding affinity value. This is MHC class II binding data. (1) The peptide sequence is QRGNFKGQKRIKCF. The MHC is DRB1_0301 with pseudo-sequence DRB1_0301. The binding affinity (normalized) is 0.0422. (2) The peptide sequence is AQQSKLAQRRVFHGV. The MHC is HLA-DQA10102-DQB10501 with pseudo-sequence HLA-DQA10102-DQB10501. The binding affinity (normalized) is 0.381. (3) The peptide sequence is PAADKFKTFEAAFTS. The MHC is HLA-DQA10104-DQB10503 with pseudo-sequence HLA-DQA10104-DQB10503. The binding affinity (normalized) is 0.398. (4) The peptide sequence is NVQSLGWNIITFKDK. The MHC is DRB3_0202 with pseudo-sequence DRB3_0202. The binding affinity (normalized) is 0.588. (5) The peptide sequence is GKNLVFSPGRKNGSF. The MHC is HLA-DQA10201-DQB10303 with pseudo-sequence HLA-DQA10201-DQB10303. The binding affinity (normalized) is 0. (6) The peptide sequence is QRILRKSKRNDGDLD. The MHC is H-2-IAb with pseudo-sequence H-2-IAb. The binding affinity (normalized) is 0.0292.